From a dataset of Reaction yield outcomes from USPTO patents with 853,638 reactions. Predict the reaction yield, written as a fraction of the theoretical maximum amount of product (1.0 means a 100% yield; for example, 0.34 means a 34% yield). (1) The reactants are [NH2:1][C:2]1[CH:23]=[CH:22][C:5]([C:6]([NH:8][CH2:9][C:10]2[S:11][C:12]([O:15][C:16]3[CH:21]=[CH:20][CH:19]=[CH:18][CH:17]=3)=[CH:13][CH:14]=2)=[O:7])=[CH:4][N:3]=1.C=O.O.[C:27]([O:30][CH2:31]C)(=O)[CH3:28]. The catalyst is C(O)C. The product is [CH2:27]([O:30][CH2:31][NH:1][C:2]1[CH:23]=[CH:22][C:5]([C:6]([NH:8][CH2:9][C:10]2[S:11][C:12]([O:15][C:16]3[CH:21]=[CH:20][CH:19]=[CH:18][CH:17]=3)=[CH:13][CH:14]=2)=[O:7])=[CH:4][N:3]=1)[CH3:28]. The yield is 0.661. (2) The reactants are [CH2:1]([O:5][C:6]1[CH:11]=[CH:10][C:9]([I:12])=[CH:8][C:7]=1[NH:13][N:14]=[C:15](Cl)[C:16]([O:18][CH2:19][CH3:20])=[O:17])[CH2:2][C:3]#[CH:4].C(N(CC)CC)C.O.C(OCC)(=O)C. The catalyst is C1(C)C=CC=CC=1. The product is [I:12][C:9]1[CH:10]=[CH:11][C:6]2[O:5][CH2:1][CH2:2][C:3]3[N:13]([N:14]=[C:15]([C:16]([O:18][CH2:19][CH3:20])=[O:17])[CH:4]=3)[C:7]=2[CH:8]=1. The yield is 0.740. (3) The reactants are Cl[C:2]1[C:11]2[C:6](=[C:7]([Cl:14])[C:8]([O:12][CH3:13])=[CH:9][CH:10]=2)[N:5]=[C:4]([C:15]2[S:16][CH:17]=[C:18]([CH:20]3[CH2:22][CH2:21]3)[N:19]=2)[CH:3]=1.[CH:23]1([S:26]([NH:29][C:30]([C@@:32]23[CH2:47][C@H:46]2[CH:45]=[CH:44][CH2:43][CH2:42][CH2:41][CH2:40][CH2:39][C@H:38]([NH:48][C:49](=[O:55])[O:50][C:51]([CH3:54])([CH3:53])[CH3:52])[C:37](=[O:56])[N:36]2[CH2:57][C@H:58]([OH:60])[CH2:59][C@H:35]2[C:34](=[O:61])[NH:33]3)=[O:31])(=[O:28])=[O:27])[CH2:25][CH2:24]1.CC(C)([O-])C.[K+]. The catalyst is CS(C)=O.C(Cl)Cl. The product is [Cl:14][C:7]1[C:8]([O:12][CH3:13])=[CH:9][CH:10]=[C:11]2[C:6]=1[N:5]=[C:4]([C:15]1[S:16][CH:17]=[C:18]([CH:20]3[CH2:22][CH2:21]3)[N:19]=1)[CH:3]=[C:2]2[O:60][C@H:58]1[CH2:57][N:36]2[C:37](=[O:56])[C@@H:38]([NH:48][C:49](=[O:55])[O:50][C:51]([CH3:52])([CH3:53])[CH3:54])[CH2:39][CH2:40][CH2:41][CH2:42][CH2:43][CH:44]=[CH:45][C@@H:46]3[CH2:47][C@@:32]3([C:30](=[O:31])[NH:29][S:26]([CH:23]3[CH2:25][CH2:24]3)(=[O:27])=[O:28])[NH:33][C:34](=[O:61])[C@@H:35]2[CH2:59]1. The yield is 0.630. (4) The reactants are [O:1]1[CH2:6][CH2:5][N:4]([C:7]2[N:12]=[C:11]([N:13]3[CH2:18][CH2:17][O:16][CH2:15][CH2:14]3)[N:10]=[C:9]([C:19]3[CH:24]=[CH:23][C:22]([NH:25][C:26](=[O:38])[NH:27][C:28]4[CH:37]=[CH:36][C:31]([C:32]([O:34]C)=[O:33])=[CH:30][CH:29]=4)=[CH:21][CH:20]=3)[N:8]=2)[CH2:3][CH2:2]1.C1COCC1.CO.O[Li].O. The catalyst is O. The product is [O:1]1[CH2:2][CH2:3][N:4]([C:7]2[N:12]=[C:11]([N:13]3[CH2:14][CH2:15][O:16][CH2:17][CH2:18]3)[N:10]=[C:9]([C:19]3[CH:24]=[CH:23][C:22]([NH:25][C:26](=[O:38])[NH:27][C:28]4[CH:37]=[CH:36][C:31]([C:32]([OH:34])=[O:33])=[CH:30][CH:29]=4)=[CH:21][CH:20]=3)[N:8]=2)[CH2:5][CH2:6]1. The yield is 0.960.